From a dataset of Forward reaction prediction with 1.9M reactions from USPTO patents (1976-2016). Predict the product of the given reaction. Given the reactants [N:1]1[C:2]([CH2:10][N:11]([CH3:22])[C@@H:12]2[C:21]3[N:20]=[CH:19][CH:18]=[CH:17][C:16]=3[CH2:15][CH2:14][CH2:13]2)=[CH:3][N:4]2[CH:9]=[CH:8][CH:7]=[CH:6][C:5]=12.CNCCC#N.[CH3:29][N:30]([CH2:41][C:42]1N=C2C=CC=C[N:45]2[C:50]=1CN1CCOCC1)[C@@H:31]1C2N=CC=CC=2CCC1, predict the reaction product. The product is: [CH3:29][N:30]([CH2:31][C:3]1[N:4]2[CH:9]=[CH:8][CH:7]=[CH:6][C:5]2=[N:1][C:2]=1[CH2:10][N:11]([CH3:22])[C@@H:12]1[C:21]2[N:20]=[CH:19][CH:18]=[CH:17][C:16]=2[CH2:15][CH2:14][CH2:13]1)[CH2:41][CH2:42][C:50]#[N:45].